This data is from M1 muscarinic receptor antagonist screen with 61,756 compounds. The task is: Binary Classification. Given a drug SMILES string, predict its activity (active/inactive) in a high-throughput screening assay against a specified biological target. The molecule is Clc1cc(c2n(CC=C)c(SCc3ccc(cc3)C#N)nn2)ccc1. The result is 0 (inactive).